From a dataset of Peptide-MHC class II binding affinity with 134,281 pairs from IEDB. Regression. Given a peptide amino acid sequence and an MHC pseudo amino acid sequence, predict their binding affinity value. This is MHC class II binding data. (1) The peptide sequence is AFKVAATAANLAPAN. The MHC is HLA-DPA10103-DPB10301 with pseudo-sequence HLA-DPA10103-DPB10301. The binding affinity (normalized) is 0.600. (2) The peptide sequence is NCPNLSPREEPDDID. The MHC is DRB1_0701 with pseudo-sequence DRB1_0701. The binding affinity (normalized) is 0.202. (3) The binding affinity (normalized) is 0.0205. The peptide sequence is MAGAGPAPMLAAAAG. The MHC is DRB1_0404 with pseudo-sequence DRB1_0404. (4) The peptide sequence is GELQIVDKIDAATKI. The MHC is DRB3_0202 with pseudo-sequence DRB3_0202. The binding affinity (normalized) is 0.285. (5) The peptide sequence is AFKVAATAANAAVAN. The MHC is DRB1_1001 with pseudo-sequence DRB1_1001. The binding affinity (normalized) is 0.900.